From a dataset of Full USPTO retrosynthesis dataset with 1.9M reactions from patents (1976-2016). Predict the reactants needed to synthesize the given product. (1) Given the product [CH3:24][N:21]1[CH2:20][CH2:19][N:18]([C:13]2[CH:14]=[CH:15][CH:16]=[CH:17][C:12]=2[OH:11])[CH2:23][CH2:22]1, predict the reactants needed to synthesize it. The reactants are: ClC1C=CC(C2NN=NN=2)=C(NC(=O)C[O:11][C:12]2[CH:17]=[CH:16][CH:15]=[CH:14][C:13]=2[N:18]2[CH2:23][CH2:22][N:21]([CH3:24])[CH2:20][CH2:19]2)C=1.ClC1C=CC(C2NN=NN=2)=C(NC(=O)C2C=CC=CC=2)C=1.CCN(C(C)C)C(C)C.CN1CCN(C2C=CC=CC=2OCC(Cl)=O)CC1. (2) Given the product [CH2:1]([O:8][C:9]1[CH:16]=[CH:15][C:14]([Br:17])=[CH:13][C:10]=1[CH:11]=[CH:19][C:20]([OH:22])=[O:21])[C:2]1[CH:7]=[CH:6][CH:5]=[CH:4][CH:3]=1, predict the reactants needed to synthesize it. The reactants are: [CH2:1]([O:8][C:9]1[CH:16]=[CH:15][C:14]([Br:17])=[CH:13][C:10]=1[CH:11]=O)[C:2]1[CH:7]=[CH:6][CH:5]=[CH:4][CH:3]=1.C(O)(=O)[CH2:19][C:20]([OH:22])=[O:21].N1CCCCC1.Cl. (3) Given the product [Cl:15][C:16]1[CH:17]=[CH:18][C:19]([O:25][C:26]([CH3:27])([C:28]2[N:32]([CH3:33])[C:31]([C:34]3[CH:39]=[CH:38][CH:37]=[CH:36][C:35]=3[C:40]([F:41])([F:43])[F:42])=[N:30][N:29]=2)[CH3:44])=[C:20]([CH:24]=1)[C:21]([NH:14][NH:13][CH:11]=[O:12])=[O:23], predict the reactants needed to synthesize it. The reactants are: C1C=CC2N(O)N=NC=2C=1.[CH:11]([NH:13][NH2:14])=[O:12].[Cl:15][C:16]1[CH:17]=[CH:18][C:19]([O:25][C:26]([CH3:44])([C:28]2[N:32]([CH3:33])[C:31]([C:34]3[CH:39]=[CH:38][CH:37]=[CH:36][C:35]=3[C:40]([F:43])([F:42])[F:41])=[N:30][N:29]=2)[CH3:27])=[C:20]([CH:24]=1)[C:21]([OH:23])=O.O.